This data is from NCI-60 drug combinations with 297,098 pairs across 59 cell lines. The task is: Regression. Given two drug SMILES strings and cell line genomic features, predict the synergy score measuring deviation from expected non-interaction effect. (1) Drug 1: CS(=O)(=O)OCCCCOS(=O)(=O)C. Drug 2: C(CCl)NC(=O)N(CCCl)N=O. Cell line: COLO 205. Synergy scores: CSS=36.8, Synergy_ZIP=-9.88, Synergy_Bliss=-8.54, Synergy_Loewe=-8.70, Synergy_HSA=-3.43. (2) Drug 1: COC1=CC(=CC(=C1O)OC)C2C3C(COC3=O)C(C4=CC5=C(C=C24)OCO5)OC6C(C(C7C(O6)COC(O7)C8=CC=CS8)O)O. Drug 2: CC1=C(C(=O)C2=C(C1=O)N3CC4C(C3(C2COC(=O)N)OC)N4)N. Cell line: SNB-75. Synergy scores: CSS=48.8, Synergy_ZIP=1.09, Synergy_Bliss=3.43, Synergy_Loewe=-4.56, Synergy_HSA=7.03. (3) Drug 1: C1CCC(C1)C(CC#N)N2C=C(C=N2)C3=C4C=CNC4=NC=N3. Drug 2: C1=NNC2=C1C(=O)NC=N2. Cell line: HT29. Synergy scores: CSS=-3.53, Synergy_ZIP=3.21, Synergy_Bliss=-1.48, Synergy_Loewe=-8.48, Synergy_HSA=-7.65. (4) Drug 1: C1=CC(=CC=C1CC(C(=O)O)N)N(CCCl)CCCl.Cl. Drug 2: CC1=C(C(=CC=C1)Cl)NC(=O)C2=CN=C(S2)NC3=CC(=NC(=N3)C)N4CCN(CC4)CCO. Cell line: UO-31. Synergy scores: CSS=23.5, Synergy_ZIP=-3.67, Synergy_Bliss=2.70, Synergy_Loewe=-25.3, Synergy_HSA=4.06. (5) Drug 1: C1CCN(CC1)CCOC2=CC=C(C=C2)C(=O)C3=C(SC4=C3C=CC(=C4)O)C5=CC=C(C=C5)O. Drug 2: C(CC(=O)O)C(=O)CN.Cl. Cell line: HL-60(TB). Synergy scores: CSS=4.53, Synergy_ZIP=9.20, Synergy_Bliss=9.17, Synergy_Loewe=-1.79, Synergy_HSA=-1.79. (6) Drug 1: C1=NC2=C(N1)C(=S)N=CN2. Drug 2: C1=NC2=C(N=C(N=C2N1C3C(C(C(O3)CO)O)F)Cl)N. Cell line: MDA-MB-231. Synergy scores: CSS=24.2, Synergy_ZIP=-5.07, Synergy_Bliss=-1.39, Synergy_Loewe=-18.3, Synergy_HSA=0.566. (7) Synergy scores: CSS=0.566, Synergy_ZIP=0.513, Synergy_Bliss=-0.884, Synergy_Loewe=1.45, Synergy_HSA=-2.68. Drug 1: C1=CN(C=N1)CC(O)(P(=O)(O)O)P(=O)(O)O. Drug 2: CC(C)NC(=O)C1=CC=C(C=C1)CNNC.Cl. Cell line: MALME-3M. (8) Drug 1: C1=CC(=CC=C1CCCC(=O)O)N(CCCl)CCCl. Drug 2: C1CC(C1)(C(=O)O)C(=O)O.[NH2-].[NH2-].[Pt+2]. Cell line: EKVX. Synergy scores: CSS=5.15, Synergy_ZIP=-3.38, Synergy_Bliss=-4.03, Synergy_Loewe=-3.20, Synergy_HSA=-1.78. (9) Drug 1: CN(C)C1=NC(=NC(=N1)N(C)C)N(C)C. Drug 2: CNC(=O)C1=NC=CC(=C1)OC2=CC=C(C=C2)NC(=O)NC3=CC(=C(C=C3)Cl)C(F)(F)F. Cell line: HOP-92. Synergy scores: CSS=22.6, Synergy_ZIP=-8.26, Synergy_Bliss=-2.05, Synergy_Loewe=-14.9, Synergy_HSA=-3.76. (10) Drug 1: CCC1=CC2CC(C3=C(CN(C2)C1)C4=CC=CC=C4N3)(C5=C(C=C6C(=C5)C78CCN9C7C(C=CC9)(C(C(C8N6C)(C(=O)OC)O)OC(=O)C)CC)OC)C(=O)OC.C(C(C(=O)O)O)(C(=O)O)O. Drug 2: CC1CCC2CC(C(=CC=CC=CC(CC(C(=O)C(C(C(=CC(C(=O)CC(OC(=O)C3CCCCN3C(=O)C(=O)C1(O2)O)C(C)CC4CCC(C(C4)OC)OCCO)C)C)O)OC)C)C)C)OC. Cell line: IGROV1. Synergy scores: CSS=53.8, Synergy_ZIP=0.0941, Synergy_Bliss=0.00319, Synergy_Loewe=5.64, Synergy_HSA=6.92.